From a dataset of NCI-60 drug combinations with 297,098 pairs across 59 cell lines. Regression. Given two drug SMILES strings and cell line genomic features, predict the synergy score measuring deviation from expected non-interaction effect. Drug 1: C(CC(=O)O)C(=O)CN.Cl. Drug 2: C1CNP(=O)(OC1)N(CCCl)CCCl. Cell line: RXF 393. Synergy scores: CSS=0.982, Synergy_ZIP=0.493, Synergy_Bliss=0.297, Synergy_Loewe=0.0289, Synergy_HSA=-0.437.